This data is from Forward reaction prediction with 1.9M reactions from USPTO patents (1976-2016). The task is: Predict the product of the given reaction. (1) Given the reactants [Cl:1][C:2]1[CH:7]=[CH:6][C:5]([C:8]2[C:14]3[CH:15]=[C:16]([O:19]C)[CH:17]=[CH:18][C:13]=3[N:12]3[C:21]([CH3:24])=[N:22][N:23]=[C:11]3[C@H:10]([CH2:25][C:26]([OH:28])=[O:27])[N:9]=2)=[CH:4][CH:3]=1.B(Br)(Br)Br, predict the reaction product. The product is: [Cl:1][C:2]1[CH:7]=[CH:6][C:5]([C:8]2[C:14]3[CH:15]=[C:16]([OH:19])[CH:17]=[CH:18][C:13]=3[N:12]3[C:21]([CH3:24])=[N:22][N:23]=[C:11]3[C@H:10]([CH2:25][C:26]([OH:28])=[O:27])[N:9]=2)=[CH:4][CH:3]=1. (2) Given the reactants [H-].[Na+].[CH3:3][CH:4]1[CH2:9][CH2:8][N:7]([C:10]([C:12]2[CH:20]=[CH:19][C:18]3[NH:17][C:16]4[CH2:21][CH2:22][N:23]([C:25]([O:27][C:28]([CH3:31])([CH3:30])[CH3:29])=[O:26])[CH2:24][C:15]=4[C:14]=3[CH:13]=2)=[O:11])[CH2:6][CH2:5]1.[C:32](Cl)(=[O:36])[CH2:33][CH2:34][CH3:35], predict the reaction product. The product is: [C:32]([N:17]1[C:18]2[CH:19]=[CH:20][C:12]([C:10]([N:7]3[CH2:8][CH2:9][CH:4]([CH3:3])[CH2:5][CH2:6]3)=[O:11])=[CH:13][C:14]=2[C:15]2[CH2:24][N:23]([C:25]([O:27][C:28]([CH3:30])([CH3:29])[CH3:31])=[O:26])[CH2:22][CH2:21][C:16]1=2)(=[O:36])[CH2:33][CH2:34][CH3:35]. (3) Given the reactants [CH2:1]([O:8][C:9]1[CH:10]=[C:11]2[C:16](=[CH:17][C:18]=1[O:19][CH3:20])[CH:15]([CH2:21]S(C1N(C3C=CC=CC=3)N=NN=1)(=O)=O)[N:14](C(OC(C)(C)C)=O)[CH2:13][CH2:12]2)[C:2]1[CH:7]=[CH:6][CH:5]=[CH:4][CH:3]=1.[CH3:43][S:44]([C:47]1[CH:54]=[CH:53][C:50]([CH:51]=O)=[CH:49][CH:48]=1)(=[O:46])=[O:45].C[Si]([N-][Si](C)(C)C)(C)C.[Li+], predict the reaction product. The product is: [CH2:1]([O:8][C:9]1[CH:10]=[C:11]2[C:16](=[CH:17][C:18]=1[O:19][CH3:20])[CH:15](/[CH:21]=[CH:51]/[C:50]1[CH:53]=[CH:54][C:47]([S:44]([CH3:43])(=[O:46])=[O:45])=[CH:48][CH:49]=1)[NH:14][CH2:13][CH2:12]2)[C:2]1[CH:7]=[CH:6][CH:5]=[CH:4][CH:3]=1. (4) Given the reactants [CH3:1][NH:2][CH2:3][C:4]1[CH:5]=[C:6]([CH:9]=[CH:10][CH:11]=1)[C:7]#[N:8].C(=O)(O)[O-].[Na+].[C:17]([O:21][C:22](=[O:26])[CH2:23][CH2:24]Br)([CH3:20])([CH3:19])[CH3:18], predict the reaction product. The product is: [C:7]([C:6]1[CH:5]=[C:4]([CH:11]=[CH:10][CH:9]=1)[CH2:3][N:2]([CH3:1])[CH2:24][CH2:23][C:22]([O:21][C:17]([CH3:20])([CH3:19])[CH3:18])=[O:26])#[N:8]. (5) Given the reactants [ClH:1].[CH2:2]([C:7]1[N:8]=[C:9]([NH2:12])[NH:10][CH:11]=1)[CH2:3][CH2:4][C:5]#[CH:6].[N:13]([CH2:16][C:17]1[CH:21]=[CH:20][O:19][CH:18]=1)=[N+:14]=[N-:15], predict the reaction product. The product is: [ClH:1].[O:19]1[CH:20]=[CH:21][C:17]([CH2:16][N:13]2[CH:6]=[C:5]([CH2:4][CH2:3][CH2:2][C:7]3[N:8]=[C:9]([NH2:12])[NH:10][CH:11]=3)[N:15]=[N:14]2)=[CH:18]1. (6) Given the reactants [F:1][C:2]([F:17])([F:16])[C:3]1[C:4](=[O:15])[NH:5][C:6](=[O:14])[N:7]([CH2:9][CH2:10][CH2:11][CH:12]=O)[CH:8]=1.[F:18][C:19]([F:33])([F:32])[C:20]1[CH:25]=[CH:24][C:23]([C@:26]23[CH2:31][C@H:30]2[CH2:29][NH:28][CH2:27]3)=[CH:22][CH:21]=1.CC(O)=O.[BH-](OC(C)=O)(OC(C)=O)OC(C)=O.[Na+].[Cl:52]C(Cl)C, predict the reaction product. The product is: [ClH:52].[F:1][C:2]([F:17])([F:16])[C:3]1[C:4](=[O:15])[NH:5][C:6](=[O:14])[N:7]([CH2:9][CH2:10][CH2:11][CH2:12][N:28]2[CH2:29][C@H:30]3[C@:26]([C:23]4[CH:22]=[CH:21][C:20]([C:19]([F:18])([F:33])[F:32])=[CH:25][CH:24]=4)([CH2:31]3)[CH2:27]2)[CH:8]=1. (7) The product is: [CH2:1]([O:2][C:3](=[O:12])[C:4]1[C:9]([I:13])=[CH:8][N:7]=[C:6]([NH2:11])[CH:5]=1)[CH2:17][CH2:18][CH2:24][CH3:25]. Given the reactants [CH3:1][O:2][C:3](=[O:12])[C:4]1[C:9](Br)=[CH:8][N:7]=[C:6]([NH2:11])[CH:5]=1.[I-:13].[Na+].NC[CH2:17][CH2:18]N.C(O[CH2:24][CH3:25])(=O)C, predict the reaction product.